Task: Predict the reactants needed to synthesize the given product.. Dataset: Full USPTO retrosynthesis dataset with 1.9M reactions from patents (1976-2016) Given the product [N:7]1([CH2:6][CH:4]([OH:5])[CH:1]([CH3:3])[CH3:2])[CH:11]=[CH:10][N:9]=[CH:8]1, predict the reactants needed to synthesize it. The reactants are: [CH:1]([CH:4]1[CH2:6][O:5]1)([CH3:3])[CH3:2].[NH:7]1[CH:11]=[CH:10][N:9]=[CH:8]1.